From a dataset of Full USPTO retrosynthesis dataset with 1.9M reactions from patents (1976-2016). Predict the reactants needed to synthesize the given product. (1) Given the product [CH3:22][C:3]1[C:2]([C:25]2[C:24]([CH3:23])=[CH:29][CH:28]=[CH:27][N:26]=2)=[N:11][C:10]2[C:5](=[CH:6][CH:7]=[CH:8][C:9]=2[C:12]2[NH:20][C:19]3[CH2:18][CH2:17][NH:16][C:15](=[O:21])[C:14]=3[CH:13]=2)[N:4]=1, predict the reactants needed to synthesize it. The reactants are: Cl[C:2]1[C:3]([CH3:22])=[N:4][C:5]2[C:10]([N:11]=1)=[C:9]([C:12]1[NH:20][C:19]3[CH2:18][CH2:17][NH:16][C:15](=[O:21])[C:14]=3[CH:13]=1)[CH:8]=[CH:7][CH:6]=2.[CH3:23][C:24]1[C:25]([Sn](CCCC)(CCCC)CCCC)=[N:26][CH:27]=[CH:28][CH:29]=1.[F-].[Cs+].CO.C(Cl)Cl. (2) Given the product [CH3:1][O:2][C:3]([C:4]1[CH:9]=[C:8]([I:10])[CH:7]=[C:6]2[C:5]=1[O:11][C:12]([CH3:15])([CH3:16])[CH:13]=[CH:14]2)=[O:17], predict the reactants needed to synthesize it. The reactants are: [CH3:1][O:2][C:3](=[O:17])[C:4]1[CH:9]=[C:8]([I:10])[CH:7]=[CH:6][C:5]=1[O:11][C:12]([CH3:16])([CH3:15])[C:13]#[CH:14]. (3) Given the product [C:1]([O:5][C:6](=[O:28])[NH:7][C@@H:8]([CH2:21][C:22]1[CH:27]=[CH:26][CH:25]=[CH:24][CH:23]=1)[C:9](=[O:10])[N:11]1[C:19]2[C:14](=[CH:15][C:16]([B:32]3[O:33][C:34]([CH3:36])([CH3:35])[C:30]([CH3:46])([CH3:29])[O:31]3)=[CH:17][CH:18]=2)[CH2:13][CH2:12]1)([CH3:4])([CH3:3])[CH3:2], predict the reactants needed to synthesize it. The reactants are: [C:1]([O:5][C:6](=[O:28])[NH:7][C@@H:8]([CH2:21][C:22]1[CH:27]=[CH:26][CH:25]=[CH:24][CH:23]=1)[C:9]([N:11]1[C:19]2[C:14](=[CH:15][C:16](Br)=[CH:17][CH:18]=2)[CH2:13][CH2:12]1)=[O:10])([CH3:4])([CH3:3])[CH3:2].[CH3:29][C:30]1([CH3:46])[C:34]([CH3:36])([CH3:35])[O:33][B:32]([B:32]2[O:33][C:34]([CH3:36])([CH3:35])[C:30]([CH3:46])([CH3:29])[O:31]2)[O:31]1.C([O-])(=O)C.[K+].O.